The task is: Regression. Given a peptide amino acid sequence and an MHC pseudo amino acid sequence, predict their binding affinity value. This is MHC class II binding data.. This data is from Peptide-MHC class II binding affinity with 134,281 pairs from IEDB. (1) The peptide sequence is RMAEAEMVIHHQHVQ. The MHC is DRB1_0701 with pseudo-sequence DRB1_0701. The binding affinity (normalized) is 0.455. (2) The peptide sequence is LDYDDYVYPGHAIWW. The MHC is HLA-DQA10501-DQB10201 with pseudo-sequence HLA-DQA10501-DQB10201. The binding affinity (normalized) is 0.408. (3) The peptide sequence is ILDNAAKYVEHDP. The MHC is HLA-DQA10101-DQB10501 with pseudo-sequence HLA-DQA10101-DQB10501. The binding affinity (normalized) is 0.0362. (4) The peptide sequence is EKKAFAATQFEPLAA. The MHC is HLA-DPA10103-DPB10601 with pseudo-sequence HLA-DPA10103-DPB10601. The binding affinity (normalized) is 1.00. (5) The peptide sequence is KVPPGPNITATYGDK. The MHC is DRB1_1602 with pseudo-sequence DRB1_1602. The binding affinity (normalized) is 0.420. (6) The peptide sequence is AAGDGNIVAVDIKPK. The MHC is DRB3_0101 with pseudo-sequence DRB3_0101. The binding affinity (normalized) is 0.144. (7) The peptide sequence is LPPIVAKEIVASCDKC. The MHC is HLA-DPA10103-DPB10301 with pseudo-sequence HLA-DPA10103-DPB10301. The binding affinity (normalized) is 0.194.